From a dataset of Full USPTO retrosynthesis dataset with 1.9M reactions from patents (1976-2016). Predict the reactants needed to synthesize the given product. Given the product [F:1][C:2]1[C:10]([F:11])=[C:9]([O:12][Si:13]([CH:17]([CH3:19])[CH3:18])([CH:20]([CH3:22])[CH3:21])[CH:14]([CH3:15])[CH3:16])[CH:8]=[CH:7][C:3]=1[CH:4]=[O:5], predict the reactants needed to synthesize it. The reactants are: [F:1][C:2]1[C:10]([F:11])=[C:9]([O:12][Si:13]([CH:20]([CH3:22])[CH3:21])([CH:17]([CH3:19])[CH3:18])[CH:14]([CH3:16])[CH3:15])[CH:8]=[CH:7][C:3]=1[C:4](O)=[O:5].B.O1CCCC1.